From a dataset of Reaction yield outcomes from USPTO patents with 853,638 reactions. Predict the reaction yield, written as a fraction of the theoretical maximum amount of product (1.0 means a 100% yield; for example, 0.34 means a 34% yield). (1) The reactants are [CH3:1][O:2][C:3](=[O:29])[NH:4][C:5]1[S:6][C:7]2[C:13]([C:14]3[N:15]=[C:16]([NH:19]C(OC(C)(C)C)=O)[NH:17][CH:18]=3)=[CH:12][CH:11]=[C:10]([O:27][CH3:28])[C:8]=2[N:9]=1. The catalyst is Cl.CO. The product is [CH3:1][O:2][C:3](=[O:29])[NH:4][C:5]1[S:6][C:7]2[C:13]([C:14]3[N:15]=[C:16]([NH2:19])[NH:17][CH:18]=3)=[CH:12][CH:11]=[C:10]([O:27][CH3:28])[C:8]=2[N:9]=1. The yield is 0.160. (2) The reactants are C([P:3]([C:6]1[CH:11]=[CH:10][CH:9]=[CH:8][CH:7]=1)(=[O:5])[O-:4])C.C(N([CH2:17][CH3:18])CC)C.[C:19]([OH:23])(=[O:22])[CH:20]=[O:21].[C:24]1(C)C=CC=C[CH:25]=1. No catalyst specified. The product is [CH2:24]([O:22][C:19](=[O:23])[CH:20]([P:3]([O:5][CH2:17][CH3:18])([C:6]1[CH:7]=[CH:8][CH:9]=[CH:10][CH:11]=1)=[O:4])[OH:21])[CH3:25]. The yield is 0.480. (3) The reactants are [OH:1][CH2:2][CH:3]1[CH2:8][CH2:7][N:6]([C:9]([O:11][C:12]([CH3:15])([CH3:14])[CH3:13])=[O:10])[CH2:5][CH2:4]1.CC(OI1(OC(C)=O)(OC(C)=O)OC(=O)C2C=CC=CC1=2)=O. The catalyst is ClCCl. The product is [CH:2]([CH:3]1[CH2:8][CH2:7][N:6]([C:9]([O:11][C:12]([CH3:15])([CH3:14])[CH3:13])=[O:10])[CH2:5][CH2:4]1)=[O:1]. The yield is 0.980. (4) No catalyst specified. The reactants are [NH2:1][C:2]1[CH:10]=[N:9][CH:8]=[CH:7][C:3]=1[C:4]([OH:6])=O.[CH:11]([NH2:13])=O. The product is [N:1]1[C:2]2[CH:10]=[N:9][CH:8]=[CH:7][C:3]=2[C:4](=[O:6])[NH:13][CH:11]=1. The yield is 0.720. (5) The reactants are [F:1][C:2]1[CH:30]=[CH:29][C:5]([CH2:6][N:7]2[C:19](=[O:20])[C:18]3[C:9](=[C:10]([OH:27])[C:11]4[N:12]=[CH:13][CH:14]=[N:15][C:16]=4[C:17]=3[O:21][C:22](=[O:26])[O:23][CH2:24][CH3:25])[C:8]2=[O:28])=[CH:4][CH:3]=1.[C:31]1([C:37]([C:40]2[CH:45]=[CH:44][CH:43]=[CH:42][CH:41]=2)=[N+]=[N-])[CH:36]=[CH:35][CH:34]=[CH:33][CH:32]=1. The catalyst is ClCCCl. The product is [CH2:24]([O:23][C:22](=[O:26])[O:21][C:17]1[C:16]2[N:15]=[CH:14][CH:13]=[N:12][C:11]=2[C:10]([O:27][CH:37]([C:31]2[CH:36]=[CH:35][CH:34]=[CH:33][CH:32]=2)[C:40]2[CH:45]=[CH:44][CH:43]=[CH:42][CH:41]=2)=[C:9]2[C:8](=[O:28])[N:7]([CH2:6][C:5]3[CH:4]=[CH:3][C:2]([F:1])=[CH:30][CH:29]=3)[C:19](=[O:20])[C:18]=12)[CH3:25]. The yield is 0.700. (6) The reactants are [NH2:1][C@@H:2]1[CH2:7][CH2:6][CH2:5][CH2:4][C@@H:3]1[NH2:8].Cl[CH2:10][C:11](O)=[O:12].C(=O)([O-])[O-].[K+].[K+]. The catalyst is O. The product is [NH:1]1[C@@H:2]2[C@@H:3]([CH2:4][CH2:5][CH2:6][CH2:7]2)[NH:8][CH2:10][C:11]1=[O:12]. The yield is 0.140. (7) The reactants are [C:1]([OH:7])(=[O:6])[CH2:2][C:3](O)=O.N1CCCCC1.N1C=CC=CC=1.C([C:22]1[CH:32]=[CH:31][CH:30]=[CH:29][C:23]=1[C:24]([O:26][CH2:27][CH3:28])=[O:25])=O. The catalyst is O. The product is [CH2:27]([O:26][C:24]([C:23]1[CH:29]=[CH:30][CH:31]=[CH:32][C:22]=1/[CH:3]=[CH:2]/[C:1]([OH:7])=[O:6])=[O:25])[CH3:28]. The yield is 0.820.